Dataset: Reaction yield outcomes from USPTO patents with 853,638 reactions. Task: Predict the reaction yield, written as a fraction of the theoretical maximum amount of product (1.0 means a 100% yield; for example, 0.34 means a 34% yield). (1) The reactants are F[C:2]1[CH:9]=[C:8]([N:10]2[CH2:15][CH2:14][CH:13]([OH:16])[CH2:12][CH2:11]2)[CH:7]=[C:6]([F:17])[C:3]=1[C:4]#[N:5].[O-:18][CH2:19][CH3:20].[Na+]. The catalyst is CCO. The product is [CH2:19]([O:18][C:2]1[CH:9]=[C:8]([N:10]2[CH2:15][CH2:14][CH:13]([OH:16])[CH2:12][CH2:11]2)[CH:7]=[C:6]([F:17])[C:3]=1[C:4]#[N:5])[CH3:20]. The yield is 0.210. (2) The reactants are [CH:1]1([NH:6][C:7]2[N:12]3[N:13]=[C:14]([C:19]4[CH:24]=[CH:23][C:22]([F:25])=[CH:21][CH:20]=4)[C:15]([C:16](=[O:18])[CH3:17])=[C:11]3[CH:10]=[CH:9][N:8]=2)[CH2:5][CH2:4][CH2:3][CH2:2]1.C(O[CH:31](OC(C)(C)C)[N:32]([CH3:34])[CH3:33])(C)(C)C. No catalyst specified. The product is [CH:1]1([NH:6][C:7]2[N:12]3[N:13]=[C:14]([C:19]4[CH:20]=[CH:21][C:22]([F:25])=[CH:23][CH:24]=4)[C:15]([C:16](=[O:18])[CH:17]=[CH:31][N:32]([CH3:34])[CH3:33])=[C:11]3[CH:10]=[CH:9][N:8]=2)[CH2:2][CH2:3][CH2:4][CH2:5]1. The yield is 0.690. (3) The reactants are [N:1]1[N:2]([CH2:6][C@@H:7]2[C@H:10]([NH:11][C:12](=[O:39])/[C:13](=[N:27]\[O:28][C:29]([CH3:38])([CH3:37])[C:30]([O:32]C(C)(C)C)=[O:31])/[C:14]3[N:15]=[C:16]([NH:19]C(OC(C)(C)C)=O)[S:17][CH:18]=3)[C:9](=[O:40])[N:8]2[S:41]([OH:44])(=[O:43])=[O:42])[N:3]=[CH:4][CH:5]=1. The catalyst is C(O)=O. The product is [N:3]1[N:2]([CH2:6][C@@H:7]2[C@H:10]([NH:11][C:12](=[O:39])/[C:13](=[N:27]\[O:28][C:29]([CH3:38])([CH3:37])[C:30]([OH:32])=[O:31])/[C:14]3[N:15]=[C:16]([NH2:19])[S:17][CH:18]=3)[C:9](=[O:40])[N:8]2[S:41]([OH:44])(=[O:42])=[O:43])[N:1]=[CH:5][CH:4]=1. The yield is 0.150. (4) The reactants are [CH3:1][S:2][CH2:3][C:4]([OH:6])=O.C(N(C(C)C)C(C)C)C.ClC(OCC(C)C)=O.[Cl:24][C:25]1[C:29]([NH:30][CH3:31])=[CH:28][N:27]([C:32]2[CH:33]=[N:34][CH:35]=[CH:36][CH:37]=2)[N:26]=1. The catalyst is C(Cl)Cl. The product is [Cl:24][C:25]1[C:29]([N:30]([CH3:31])[C:4](=[O:6])[CH2:3][S:2][CH3:1])=[CH:28][N:27]([C:32]2[CH:33]=[N:34][CH:35]=[CH:36][CH:37]=2)[N:26]=1. The yield is 0.660.